Dataset: Reaction yield outcomes from USPTO patents with 853,638 reactions. Task: Predict the reaction yield, written as a fraction of the theoretical maximum amount of product (1.0 means a 100% yield; for example, 0.34 means a 34% yield). (1) The reactants are [NH2:1][C:2]1[CH:7]=[CH:6][C:5]([CH2:8][C:9]([CH3:16])([CH3:15])[C:10](OCC)=[O:11])=[C:4]([C:17]([F:20])([F:19])[F:18])[CH:3]=1.[H-].[H-].[H-].[H-].[Li+].[Al+3]. The catalyst is C1COCC1. The product is [NH2:1][C:2]1[CH:7]=[CH:6][C:5]([CH2:8][C:9]([CH3:16])([CH3:15])[CH2:10][OH:11])=[C:4]([C:17]([F:18])([F:19])[F:20])[CH:3]=1. The yield is 0.640. (2) The reactants are [Cl:1][C:2]1[CH:10]=[C:9]2[C:5]([C:6]([C:11]3[N:12]=[C:13]4[C:19]([C:20]([NH:22][CH:23]([CH3:25])[CH3:24])=[O:21])=[CH:18][N:17]([CH2:26][O:27][CH2:28][CH2:29][Si:30]([CH3:33])([CH3:32])[CH3:31])[C:14]4=[N:15][CH:16]=3)=[N:7][NH:8]2)=[CH:4][CH:3]=1.[H-].[Na+].[CH2:36](I)[CH3:37]. The catalyst is CN(C=O)C.O. The product is [Cl:1][C:2]1[CH:10]=[C:9]2[C:5]([C:6]([C:11]3[N:12]=[C:13]4[C:19]([C:20]([NH:22][CH:23]([CH3:25])[CH3:24])=[O:21])=[CH:18][N:17]([CH2:26][O:27][CH2:28][CH2:29][Si:30]([CH3:31])([CH3:33])[CH3:32])[C:14]4=[N:15][CH:16]=3)=[N:7][N:8]2[CH2:36][CH3:37])=[CH:4][CH:3]=1. The yield is 0.610.